Dataset: Catalyst prediction with 721,799 reactions and 888 catalyst types from USPTO. Task: Predict which catalyst facilitates the given reaction. (1) Reactant: [F:1][C:2]1[CH:11]=[C:10]([F:12])[CH:9]=[C:8]2[C:3]=1[CH:4]=[CH:5][CH:6]=[N:7]2.[Li+].CC([N-]C(C)C)C.[Cl:21][C:22]1[CH:23]=[CH:24][C:25]2[N:26]([C:28]([C:31](=[O:33])[CH3:32])=[CH:29][N:30]=2)[N:27]=1. Product: [Cl:21][C:22]1[CH:23]=[CH:24][C:25]2[N:26]([C:28]([C:31]([C:11]3[C:2]([F:1])=[C:3]4[C:8](=[CH:9][C:10]=3[F:12])[N:7]=[CH:6][CH:5]=[CH:4]4)([OH:33])[CH3:32])=[CH:29][N:30]=2)[N:27]=1. The catalyst class is: 1. (2) Reactant: [OH:1][C:2]1[CH:3]=[CH:4][C:5]2[N:6](C(=O)C)[C:7]3[C:12]([S:13][C:14]=2[CH:15]=1)=[CH:11][C:10]([N+:16]([O-:18])=[O:17])=[CH:9][CH:8]=3.[H-].[Na+].Br[CH2:25][CH2:26][F:27]. Product: [F:27][CH2:26][CH2:25][O:1][C:2]1[CH:3]=[CH:4][C:5]2[NH:6][C:7]3[C:12]([S:13][C:14]=2[CH:15]=1)=[CH:11][C:10]([N+:16]([O-:18])=[O:17])=[CH:9][CH:8]=3. The catalyst class is: 9. (3) Reactant: [CH3:1][C:2]1[O:3][C:4]([CH2:7][CH:8]2[CH2:13][CH2:12][NH:11][CH2:10][CH2:9]2)=[N:5][N:6]=1.C(N(CC)CC)C.[C:21](Cl)(=[O:24])[CH:22]=[CH2:23]. Product: [CH3:1][C:2]1[O:3][C:4]([CH2:7][CH:8]2[CH2:13][CH2:12][N:11]([C:21](=[O:24])[CH:22]=[CH2:23])[CH2:10][CH2:9]2)=[N:5][N:6]=1. The catalyst class is: 2.